From a dataset of Catalyst prediction with 721,799 reactions and 888 catalyst types from USPTO. Predict which catalyst facilitates the given reaction. (1) Reactant: [F:1][C:2]1[CH:7]=[CH:6][C:5]([O:8][CH3:9])=[CH:4][C:3]=1[C:10]1[CH:15]=[CH:14][C:13]([CH:16]=[O:17])=[CH:12][C:11]=1[O:18][C:19]([F:22])([F:21])[F:20].[BH4-].[Na+]. Product: [F:1][C:2]1[CH:7]=[CH:6][C:5]([O:8][CH3:9])=[CH:4][C:3]=1[C:10]1[CH:15]=[CH:14][C:13]([CH2:16][OH:17])=[CH:12][C:11]=1[O:18][C:19]([F:20])([F:21])[F:22]. The catalyst class is: 5. (2) Reactant: C(OC(=O)/[N:10]=[C:11]1\[NH:12][C:13]2[CH:20]=[CH:19][CH:18]=[C:17]([CH:21]3[CH2:23][CH2:22]3)[C:14]=2[N:15]\1[CH3:16])C1C=CC=CC=1. Product: [CH:21]1([C:17]2[C:14]3[N:15]([CH3:16])[C:11]([NH2:10])=[N:12][C:13]=3[CH:20]=[CH:19][CH:18]=2)[CH2:23][CH2:22]1. The catalyst class is: 19. (3) The catalyst class is: 16. Reactant: [CH3:1][C:2]1[NH:6][N:5]=[C:4]([C:7]2[O:11][N:10]=[C:9]([C:12]3[CH:17]=[CH:16][C:15]([O:18][C:19]([F:22])([F:21])[F:20])=[CH:14][CH:13]=3)[N:8]=2)[N:3]=1.C([O-])([O-])=O.[Cs+].[Cs+].Br[CH2:30][C:31]1[CH:36]=[CH:35][C:34]([CH3:37])=[CH:33][CH:32]=1. Product: [CH3:1][C:2]1[N:6]([CH2:30][C:31]2[CH:36]=[CH:35][C:34]([CH3:37])=[CH:33][CH:32]=2)[N:5]=[C:4]([C:7]2[O:11][N:10]=[C:9]([C:12]3[CH:13]=[CH:14][C:15]([O:18][C:19]([F:22])([F:20])[F:21])=[CH:16][CH:17]=3)[N:8]=2)[N:3]=1. (4) Reactant: CNC(NCCC[C@H](N)C(O)=O)=NC.C(O[C:23]([N:25]1[CH2:29][CH2:28][CH2:27][C@@H:26]1[C:30]([C:32]1[C:40]2[C:35](=[CH:36][CH:37]=[C:38]([Br:41])[CH:39]=2)[NH:34][CH:33]=1)=O)=O)C1C=CC=CC=1.[OH-].[Na+]. Product: [Br:41][C:38]1[CH:39]=[C:40]2[C:35](=[CH:36][CH:37]=1)[NH:34][CH:33]=[C:32]2[CH2:30][C@H:26]1[CH2:27][CH2:28][CH2:29][N:25]1[CH3:23]. The catalyst class is: 182. (5) Reactant: C[Si]([N-][Si](C)(C)C)(C)C.[Na+].[N:11]1[C:20]2[C:15](=[CH:16][C:17]([C:21](=[O:23])[CH3:22])=[CH:18][CH:19]=2)[CH:14]=[CH:13][CH:12]=1.[CH3:24][CH2:25][O:26]C(C)=O.[NH4+].[Cl-]. Product: [N:11]1[C:20]2[C:15](=[CH:16][C:17]([C:21](=[O:23])[CH2:22][C:25](=[O:26])[CH3:24])=[CH:18][CH:19]=2)[CH:14]=[CH:13][CH:12]=1. The catalyst class is: 1. (6) Reactant: Cl[CH2:2][CH2:3][O:4][C:5]1[C:17]2[C:16]3[C:11]4=[C:12]([O:18][CH2:19][CH:20]([C:21]5[CH:26]=[CH:25][CH:24]=[CH:23][CH:22]=5)[N:10]4[C:9]=2[CH:8]=[CH:7][CH:6]=1)[CH:13]=[CH:14][CH:15]=3.[CH3:27][N:28]1[CH2:33][CH2:32][NH:31][CH2:30][CH2:29]1.[I-].[Na+].C(=O)([O-])[O-].[K+].[K+]. Product: [C:21]1([CH:20]2[N:10]3[C:11]4[C:16]([C:17]5[C:5]([O:4][CH2:3][CH2:2][N:31]6[CH2:32][CH2:33][N:28]([CH3:27])[CH2:29][CH2:30]6)=[CH:6][CH:7]=[CH:8][C:9]=53)=[CH:15][CH:14]=[CH:13][C:12]=4[O:18][CH2:19]2)[CH:26]=[CH:25][CH:24]=[CH:23][CH:22]=1. The catalyst class is: 3.